This data is from Full USPTO retrosynthesis dataset with 1.9M reactions from patents (1976-2016). The task is: Predict the reactants needed to synthesize the given product. (1) Given the product [CH2:39]([O:38][C:35]1[CH:36]=[CH:37][C:32]([CH2:31][C:26]2[CH:25]=[C:24]([C@:15]3([O:22][CH3:23])[O:14][C@H:13]([CH:12]=[O:11])[C@@H:18]([OH:19])[C@H:17]([OH:20])[C@H:16]3[OH:21])[CH:29]=[CH:28][C:27]=2[Cl:30])=[CH:33][CH:34]=1)[CH:40]=[CH2:41], predict the reactants needed to synthesize it. The reactants are: CC1C=CC(S([O:11][CH2:12][C@@H:13]2[C@@H:18]([OH:19])[C@H:17]([OH:20])[C@@H:16]([OH:21])[C@@:15]([C:24]3[CH:29]=[CH:28][C:27]([Cl:30])=[C:26]([CH2:31][C:32]4[CH:37]=[CH:36][C:35]([O:38][CH2:39][CH:40]=[CH2:41])=[CH:34][CH:33]=4)[CH:25]=3)([O:22][CH3:23])[O:14]2)(=O)=O)=CC=1.N1C(C)=CC(C)=CC=1C. (2) The reactants are: [NH2:1][C:2]1[N:6]([CH:7]2[CH2:12][CH2:11][CH2:10][NH:9][CH2:8]2)[N:5]=[C:4]([C:13]2[CH:18]=[CH:17][C:16]([O:19][C:20]3[CH:25]=[CH:24][CH:23]=[CH:22][CH:21]=3)=[CH:15][CH:14]=2)[C:3]=1[C:26]([NH2:28])=[O:27].C(=O)([O-])[O-].[K+].[K+].Br[CH2:36][C:37]#[N:38]. Given the product [NH2:1][C:2]1[N:6]([CH:7]2[CH2:12][CH2:11][CH2:10][N:9]([CH2:36][C:37]#[N:38])[CH2:8]2)[N:5]=[C:4]([C:13]2[CH:14]=[CH:15][C:16]([O:19][C:20]3[CH:25]=[CH:24][CH:23]=[CH:22][CH:21]=3)=[CH:17][CH:18]=2)[C:3]=1[C:26]([NH2:28])=[O:27], predict the reactants needed to synthesize it. (3) Given the product [CH:1]([C:4]1[C:9]([O:10][CH3:11])=[CH:8][C:7]([NH2:12])=[CH:6][C:5]=1[O:13][CH3:14])([CH3:3])[CH3:2], predict the reactants needed to synthesize it. The reactants are: [C:1]([C:4]1[C:9]([O:10][CH3:11])=[CH:8][C:7]([NH2:12])=[CH:6][C:5]=1[O:13][CH3:14])([CH3:3])=[CH2:2]. (4) Given the product [Cl:1][C:2]1[CH:3]=[CH:4][C:5]([C:8]2[CH:16]=[CH:15][CH:14]=[C:13]3[C:9]=2[C:10](=[CH:36][C:20]2[NH:21][C:22]([CH3:35])=[C:23]([CH2:24][CH2:25][C:26]([N:28]4[CH2:29][CH2:30][N:31]([CH3:34])[CH2:32][CH2:33]4)=[O:27])[C:19]=2[CH3:18])[C:11](=[O:17])[NH:12]3)=[CH:6][CH:7]=1, predict the reactants needed to synthesize it. The reactants are: [Cl:1][C:2]1[CH:7]=[CH:6][C:5]([C:8]2[CH:16]=[CH:15][CH:14]=[C:13]3[C:9]=2[CH2:10][C:11](=[O:17])[NH:12]3)=[CH:4][CH:3]=1.[CH3:18][C:19]1[C:23]([CH2:24][CH2:25][C:26]([N:28]2[CH2:33][CH2:32][N:31]([CH3:34])[CH2:30][CH2:29]2)=[O:27])=[C:22]([CH3:35])[NH:21][C:20]=1[CH:36]=O. (5) Given the product [Br:48][CH2:2][CH2:3][N:4]([C:9]1[CH:10]=[C:11]2[C:15](=[CH:16][CH:17]=1)[C:14](=[O:18])[N:13]([CH2:19][C:20]([O:22][C:23]([CH3:26])([CH3:25])[CH3:24])=[O:21])[C:12]2=[O:27])[S:5]([CH3:8])(=[O:7])=[O:6], predict the reactants needed to synthesize it. The reactants are: O[CH2:2][CH2:3][N:4]([C:9]1[CH:10]=[C:11]2[C:15](=[CH:16][CH:17]=1)[C:14](=[O:18])[N:13]([CH2:19][C:20]([O:22][C:23]([CH3:26])([CH3:25])[CH3:24])=[O:21])[C:12]2=[O:27])[S:5]([CH3:8])(=[O:7])=[O:6].C1(P(C2C=CC=CC=2)C2C=CC=CC=2)C=CC=CC=1.C(Br)(Br)(Br)[Br:48]. (6) Given the product [CH2:1]([O:3][C:4]1([CH3:11])[O:9]/[C:8](=[CH:17]\[C:13]2[S:12][CH:16]=[CH:15][CH:14]=2)/[C:7](=[O:10])/[C:6](=[CH:17]/[C:13]2[S:12][CH:16]=[CH:15][CH:14]=2)/[O:5]1)[CH3:2], predict the reactants needed to synthesize it. The reactants are: [CH2:1]([O:3][C:4]1([CH3:11])[O:9][CH2:8][C:7](=[O:10])[CH2:6][O:5]1)[CH3:2].[S:12]1[CH:16]=[CH:15][CH:14]=[C:13]1[CH:17]=O. (7) Given the product [CH3:2][S:11]([NH:14][C:34]([C:33]1[S:32][C:31]2[CH:37]=[CH:38][CH:39]=[CH:40][C:30]=2[C:29]=1[CH2:28][CH2:27][CH2:26][O:25][C:15]1[C:24]2[C:19](=[CH:20][CH:21]=[CH:22][CH:23]=2)[CH:18]=[CH:17][CH:16]=1)=[O:36])(=[O:13])=[O:12], predict the reactants needed to synthesize it. The reactants are: C1C2C(=CC=CC=2)C=C[C:2]=1[S:11]([NH2:14])(=[O:13])=[O:12].[C:15]1([O:25][CH2:26][CH2:27][CH2:28][C:29]2[C:30]3[CH:40]=[CH:39][CH:38]=[CH:37][C:31]=3[S:32][C:33]=2[C:34]([OH:36])=O)[C:24]2[C:19](=[CH:20][CH:21]=[CH:22][CH:23]=2)[CH:18]=[CH:17][CH:16]=1.CS(N)(=O)=O. (8) Given the product [CH3:27][O:28][C:29]1[C:36]([O:37][CH3:38])=[CH:35][CH:34]=[CH:33][C:30]=1/[CH:31]=[CH:7]/[CH2:6][CH2:5][C:2]([OH:4])=[O:3], predict the reactants needed to synthesize it. The reactants are: [Br-].[C:2]([CH2:5][CH2:6][CH2:7][P+](C1C=CC=CC=1)(C1C=CC=CC=1)C1C=CC=CC=1)([OH:4])=[O:3].[CH3:27][O:28][C:29]1[C:36]([O:37][CH3:38])=[CH:35][CH:34]=[CH:33][C:30]=1[CH:31]=O. (9) The reactants are: [CH3:1][C:2]1[CH:7]=[C:6]([N+:8]([O-:10])=[O:9])[CH:5]=[C:4]([C:11]#[C:12][Si](C)(C)C)[C:3]=1[NH2:17].C(=O)([O-])[O-].[K+].[K+].O.C(OCC)(=O)C. Given the product [C:11]([C:4]1[CH:5]=[C:6]([N+:8]([O-:10])=[O:9])[CH:7]=[C:2]([CH3:1])[C:3]=1[NH2:17])#[CH:12], predict the reactants needed to synthesize it. (10) Given the product [N:14]1([C:2]2[N:7]=[CH:6][C:5]([C:8]3[CH:13]=[CH:12][CH:11]=[CH:10][N:9]=3)=[CH:4][CH:3]=2)[CH2:19][CH2:18][NH:17][CH2:16][CH2:15]1, predict the reactants needed to synthesize it. The reactants are: Cl[C:2]1[N:7]=[CH:6][C:5]([C:8]2[CH:13]=[CH:12][CH:11]=[CH:10][N:9]=2)=[CH:4][CH:3]=1.[NH:14]1[CH2:19][CH2:18][NH:17][CH2:16][CH2:15]1.